From a dataset of Catalyst prediction with 721,799 reactions and 888 catalyst types from USPTO. Predict which catalyst facilitates the given reaction. Reactant: [O:1]=[C:2]([C:6]1[CH:11]=[CH:10][CH:9]=[CH:8][CH:7]=1)[CH2:3][C:4]#[N:5].[Br:12][C:13]1[CH:19]=[CH:18][C:16]([NH2:17])=[CH:15][CH:14]=1. Product: [Br:12][C:13]1[CH:19]=[CH:18][C:16]([NH:17][C:4](=[NH:5])[CH2:3][C:2](=[O:1])[C:6]2[CH:7]=[CH:8][CH:9]=[CH:10][CH:11]=2)=[CH:15][CH:14]=1. The catalyst class is: 8.